Dataset: Forward reaction prediction with 1.9M reactions from USPTO patents (1976-2016). Task: Predict the product of the given reaction. (1) Given the reactants ClC1C=C(NC2N=C(N[C@@H]3C[C@H]4N(CCC4)C(C)(C)C3)C(F)=CN=2)C=CC=1OCCO.F[C:33]1[CH:38]=[CH:37][C:36]([N+:39]([O-:41])=[O:40])=[CH:35][C:34]=1[N:42]1[C:46](=[O:47])[N:45]([CH3:48])[N:44]=[N:43]1.CC(C)([O-])C.[K+].[Si:55]([O:62][CH2:63][C@@H:64]([OH:66])[CH3:65])([C:58]([CH3:61])([CH3:60])[CH3:59])([CH3:57])[CH3:56], predict the reaction product. The product is: [Si:55]([O:62][CH2:63][C@@H:64]([O:66][C:33]1[CH:38]=[CH:37][C:36]([N+:39]([O-:41])=[O:40])=[CH:35][C:34]=1[N:42]1[C:46](=[O:47])[N:45]([CH3:48])[N:44]=[N:43]1)[CH3:65])([C:58]([CH3:61])([CH3:60])[CH3:59])([CH3:57])[CH3:56]. (2) Given the reactants [N:1]([CH2:4][C@@H:5]1[CH2:9][N:8]([C:10]2[CH:11]=[CH:12][C:13]3[O:18][CH2:17][C:16](=[O:19])[NH:15][C:14]=3[CH:20]=2)[C:7](=[O:21])[CH2:6]1)=[N+]=[N-].O1CCCC1, predict the reaction product. The product is: [NH2:1][CH2:4][C@@H:5]1[CH2:9][N:8]([C:10]2[CH:11]=[CH:12][C:13]3[O:18][CH2:17][C:16](=[O:19])[NH:15][C:14]=3[CH:20]=2)[C:7](=[O:21])[CH2:6]1. (3) Given the reactants O[CH:2]([C:10]1[C:15]2[CH:16]([CH3:19])[CH2:17][O:18][C:14]=2[C:13]([O:20][CH3:21])=[CH:12][CH:11]=1)[CH2:3][C:4]1[CH:9]=[CH:8][N:7]=[CH:6][CH:5]=1.C([SiH](CC)CC)C.C(=O)(O)[O-].[Na+], predict the reaction product. The product is: [CH3:21][O:20][C:13]1[C:14]2[O:18][CH2:17][CH:16]([CH3:19])[C:15]=2[C:10]([CH2:2][CH2:3][C:4]2[CH:9]=[CH:8][N:7]=[CH:6][CH:5]=2)=[CH:11][CH:12]=1. (4) Given the reactants [Cl:1][C:2]1[CH:3]=[CH:4][C:5]([C:24]#[N:25])=[C:6]([C:8]2[C:13]([O:14][CH3:15])=[CH:12][N:11]([CH:16]([CH:20]([CH3:22])[CH3:21])[C:17](O)=[O:18])[C:10](=[O:23])[CH:9]=2)[CH:7]=1.[NH2:26][C:27]1[CH:39]=[CH:38][C:30]([C:31]([O:33][C:34]([CH3:37])([CH3:36])[CH3:35])=[O:32])=[CH:29][CH:28]=1, predict the reaction product. The product is: [Cl:1][C:2]1[CH:3]=[CH:4][C:5]([C:24]#[N:25])=[C:6]([C:8]2[C:13]([O:14][CH3:15])=[CH:12][N:11]([CH:16]([CH:20]([CH3:21])[CH3:22])[C:17]([NH:26][C:27]3[CH:39]=[CH:38][C:30]([C:31]([O:33][C:34]([CH3:35])([CH3:36])[CH3:37])=[O:32])=[CH:29][CH:28]=3)=[O:18])[C:10](=[O:23])[CH:9]=2)[CH:7]=1. (5) The product is: [CH3:21][O:20][C:11]1[CH:12]=[CH:13][C:14]([C:16]([F:19])([F:18])[F:17])=[CH:15][C:10]=1[C:6]1[C:5]2[N:4]([N:3]=[C:2]([NH:36][C:33]3[CH:32]=[CH:31][C:30]([N:27]4[CH2:26][CH2:25][N:24]([CH3:23])[CH2:29][CH2:28]4)=[CH:35][CH:34]=3)[N:22]=2)[CH:9]=[CH:8][CH:7]=1. Given the reactants Cl[C:2]1[N:22]=[C:5]2[C:6]([C:10]3[CH:15]=[C:14]([C:16]([F:19])([F:18])[F:17])[CH:13]=[CH:12][C:11]=3[O:20][CH3:21])=[CH:7][CH:8]=[CH:9][N:4]2[N:3]=1.[CH3:23][N:24]1[CH2:29][CH2:28][N:27]([C:30]2[CH:35]=[CH:34][C:33]([NH2:36])=[CH:32][CH:31]=2)[CH2:26][CH2:25]1, predict the reaction product. (6) The product is: [CH2:1]([N:3]1[CH:7]=[C:6]([C:8]2[CH:9]=[C:10]([NH:11][C:30]([NH:29][C:23]3[CH:24]=[CH:25][C:26]([I:28])=[CH:27][C:22]=3[F:21])=[O:31])[CH:12]=[CH:13][CH:14]=2)[C:5]([C:15]2[CH:16]=[CH:17][N:18]=[CH:19][CH:20]=2)=[N:4]1)[CH3:2]. Given the reactants [CH2:1]([N:3]1[CH:7]=[C:6]([C:8]2[CH:9]=[C:10]([CH:12]=[CH:13][CH:14]=2)[NH2:11])[C:5]([C:15]2[CH:20]=[CH:19][N:18]=[CH:17][CH:16]=2)=[N:4]1)[CH3:2].[F:21][C:22]1[CH:27]=[C:26]([I:28])[CH:25]=[CH:24][C:23]=1[N:29]=[C:30]=[O:31], predict the reaction product.